Dataset: NCI-60 drug combinations with 297,098 pairs across 59 cell lines. Task: Regression. Given two drug SMILES strings and cell line genomic features, predict the synergy score measuring deviation from expected non-interaction effect. (1) Drug 1: CC1=C(C=C(C=C1)NC2=NC=CC(=N2)N(C)C3=CC4=NN(C(=C4C=C3)C)C)S(=O)(=O)N.Cl. Drug 2: CC1CCC2CC(C(=CC=CC=CC(CC(C(=O)C(C(C(=CC(C(=O)CC(OC(=O)C3CCCCN3C(=O)C(=O)C1(O2)O)C(C)CC4CCC(C(C4)OC)OCCO)C)C)O)OC)C)C)C)OC. Cell line: NCI-H226. Synergy scores: CSS=9.71, Synergy_ZIP=-4.48, Synergy_Bliss=-4.48, Synergy_Loewe=-2.13, Synergy_HSA=-1.20. (2) Drug 1: CC(C)CN1C=NC2=C1C3=CC=CC=C3N=C2N. Drug 2: CC1C(C(CC(O1)OC2CC(CC3=C2C(=C4C(=C3O)C(=O)C5=CC=CC=C5C4=O)O)(C(=O)C)O)N)O. Cell line: A549. Synergy scores: CSS=61.9, Synergy_ZIP=2.10, Synergy_Bliss=2.08, Synergy_Loewe=-24.7, Synergy_HSA=3.47. (3) Drug 1: CN(C)C1=NC(=NC(=N1)N(C)C)N(C)C. Drug 2: C#CCC(CC1=CN=C2C(=N1)C(=NC(=N2)N)N)C3=CC=C(C=C3)C(=O)NC(CCC(=O)O)C(=O)O. Cell line: RXF 393. Synergy scores: CSS=2.63, Synergy_ZIP=1.32, Synergy_Bliss=3.19, Synergy_Loewe=-5.59, Synergy_HSA=-0.193. (4) Drug 1: CC1C(C(CC(O1)OC2CC(CC3=C2C(=C4C(=C3O)C(=O)C5=C(C4=O)C(=CC=C5)OC)O)(C(=O)C)O)N)O.Cl. Drug 2: C1CNP(=O)(OC1)N(CCCl)CCCl. Cell line: U251. Synergy scores: CSS=41.7, Synergy_ZIP=1.99, Synergy_Bliss=2.94, Synergy_Loewe=-78.7, Synergy_HSA=1.31. (5) Drug 1: C1=CC(=CC=C1C#N)C(C2=CC=C(C=C2)C#N)N3C=NC=N3. Drug 2: C1C(C(OC1N2C=C(C(=O)NC2=O)F)CO)O. Cell line: HL-60(TB). Synergy scores: CSS=18.4, Synergy_ZIP=2.76, Synergy_Bliss=4.53, Synergy_Loewe=-2.25, Synergy_HSA=1.46. (6) Drug 1: CS(=O)(=O)CCNCC1=CC=C(O1)C2=CC3=C(C=C2)N=CN=C3NC4=CC(=C(C=C4)OCC5=CC(=CC=C5)F)Cl. Drug 2: CC(C)CN1C=NC2=C1C3=CC=CC=C3N=C2N. Cell line: CAKI-1. Synergy scores: CSS=10.7, Synergy_ZIP=-0.232, Synergy_Bliss=5.39, Synergy_Loewe=0.553, Synergy_HSA=1.25. (7) Drug 1: COC1=CC(=CC(=C1O)OC)C2C3C(COC3=O)C(C4=CC5=C(C=C24)OCO5)OC6C(C(C7C(O6)COC(O7)C8=CC=CS8)O)O. Drug 2: CC1=C(N=C(N=C1N)C(CC(=O)N)NCC(C(=O)N)N)C(=O)NC(C(C2=CN=CN2)OC3C(C(C(C(O3)CO)O)O)OC4C(C(C(C(O4)CO)O)OC(=O)N)O)C(=O)NC(C)C(C(C)C(=O)NC(C(C)O)C(=O)NCCC5=NC(=CS5)C6=NC(=CS6)C(=O)NCCC[S+](C)C)O. Cell line: TK-10. Synergy scores: CSS=25.7, Synergy_ZIP=0.702, Synergy_Bliss=2.16, Synergy_Loewe=2.03, Synergy_HSA=4.13. (8) Drug 1: CC1=C(C(CCC1)(C)C)C=CC(=CC=CC(=CC(=O)O)C)C. Drug 2: C(CN)CNCCSP(=O)(O)O. Cell line: RXF 393. Synergy scores: CSS=-2.71, Synergy_ZIP=1.79, Synergy_Bliss=1.04, Synergy_Loewe=-2.65, Synergy_HSA=-2.52. (9) Drug 1: CC1C(C(CC(O1)OC2CC(CC3=C2C(=C4C(=C3O)C(=O)C5=C(C4=O)C(=CC=C5)OC)O)(C(=O)C)O)N)O.Cl. Drug 2: COC1=C2C(=CC3=C1OC=C3)C=CC(=O)O2. Cell line: PC-3. Synergy scores: CSS=18.9, Synergy_ZIP=-4.40, Synergy_Bliss=-1.54, Synergy_Loewe=-16.0, Synergy_HSA=-1.99.